This data is from Full USPTO retrosynthesis dataset with 1.9M reactions from patents (1976-2016). The task is: Predict the reactants needed to synthesize the given product. (1) Given the product [Cl:20][C:5]1[C:6]([NH:8][C@@H:9]2[CH2:14][CH2:13][CH2:12][CH2:11][C@H:10]2[NH:15][S:16]([CH3:19])(=[O:18])=[O:17])=[N:7][C:2]([NH:21][C:22]2[CH:23]=[CH:24][C:25]3[CH2:31][CH:30]([NH:32][CH2:33][CH2:34][OH:35])[CH2:29][CH2:28][CH2:27][C:26]=3[C:36]=2[O:37][CH3:38])=[N:3][CH:4]=1, predict the reactants needed to synthesize it. The reactants are: Cl[C:2]1[N:7]=[C:6]([NH:8][C@@H:9]2[CH2:14][CH2:13][CH2:12][CH2:11][C@H:10]2[NH:15][S:16]([CH3:19])(=[O:18])=[O:17])[C:5]([Cl:20])=[CH:4][N:3]=1.[NH2:21][C:22]1[CH:23]=[CH:24][C:25]2[CH2:31][CH:30]([NH:32][CH2:33][CH2:34][OH:35])[CH2:29][CH2:28][CH2:27][C:26]=2[C:36]=1[O:37][CH3:38]. (2) Given the product [Br:1][C:2]1[CH:3]=[C:4]([NH:23][CH2:24][C:25]2[N:26]=[CH:27][N:32]([CH3:31])[CH:30]=2)[CH:5]=[C:6]2[C:11]=1[N:10]=[CH:9][C:8]([C:12]#[N:13])=[C:7]2[NH:14][C:15]1[CH:20]=[CH:19][C:18]([F:21])=[C:17]([Cl:22])[CH:16]=1, predict the reactants needed to synthesize it. The reactants are: [Br:1][C:2]1[CH:3]=[C:4]([NH:23][CH2:24][C:25]2[CH:30]=CC=[CH:27][N:26]=2)[CH:5]=[C:6]2[C:11]=1[N:10]=[CH:9][C:8]([C:12]#[N:13])=[C:7]2[NH:14][C:15]1[CH:20]=[CH:19][C:18]([F:21])=[C:17]([Cl:22])[CH:16]=1.[CH3:31][N:32]1C=C(C=O)N=C1.[BH3-]C#N.[Na+]. (3) Given the product [NH2:1][C:2]([C:4]1[CH:5]=[N:6][C:7]2[C:12]([C:13]=1[NH:14][C:15]1[CH:16]=[C:17]([CH:23]=[CH:24][CH:25]=1)[C:18]([OH:20])=[O:19])=[CH:11][CH:10]=[C:9]([C:33]1[C:28]([Cl:27])=[N:29][C:30]([O:37][CH3:38])=[CH:31][CH:32]=1)[CH:8]=2)=[O:3], predict the reactants needed to synthesize it. The reactants are: [NH2:1][C:2]([C:4]1[CH:5]=[N:6][C:7]2[C:12]([C:13]=1[NH:14][C:15]1[CH:16]=[C:17]([CH:23]=[CH:24][CH:25]=1)[C:18]([O:20]CC)=[O:19])=[CH:11][CH:10]=[C:9](Br)[CH:8]=2)=[O:3].[Cl:27][C:28]1[C:33](B(O)O)=[CH:32][CH:31]=[C:30]([O:37][CH3:38])[N:29]=1.C(=O)([O-])[O-].[K+].[K+].[OH-].[Na+]. (4) Given the product [CH3:12][O:13][C:14]([C@@H:16]1[CH2:20][C@@H:19]([O:21][Si:39]([C:36]([CH3:38])([CH3:37])[CH3:35])([CH3:41])[CH3:40])[CH2:18][N:17]1[S:22]([C:25]1[CH:34]=[CH:33][C:32]2[C:27](=[CH:28][CH:29]=[CH:30][CH:31]=2)[CH:26]=1)(=[O:24])=[O:23])=[O:15], predict the reactants needed to synthesize it. The reactants are: C1CCN2C(=NCCC2)CC1.[CH3:12][O:13][C:14]([C@@H:16]1[CH2:20][C@@H:19]([OH:21])[CH2:18][N:17]1[S:22]([C:25]1[CH:34]=[CH:33][C:32]2[C:27](=[CH:28][CH:29]=[CH:30][CH:31]=2)[CH:26]=1)(=[O:24])=[O:23])=[O:15].[CH3:35][C:36]([Si:39](Cl)([CH3:41])[CH3:40])([CH3:38])[CH3:37]. (5) The reactants are: [Cl:1][C:2]1[CH:3]=[CH:4][C:5]2[N:6]([CH:8]=[C:9]([C:11]([OH:13])=O)[N:10]=2)[CH:7]=1.[CH2:14](N(CC)CC)C.Cl.CN(C)CCCN=C=NCC.[OH:33][N:34]1[C:38]2C=CC=CC=2N=N1. Given the product [CH3:14][O:33][N:34]([CH3:38])[C:11]([C:9]1[N:10]=[C:5]2[CH:4]=[CH:3][C:2]([Cl:1])=[CH:7][N:6]2[CH:8]=1)=[O:13], predict the reactants needed to synthesize it.